From a dataset of Peptide-MHC class I binding affinity with 185,985 pairs from IEDB/IMGT. Regression. Given a peptide amino acid sequence and an MHC pseudo amino acid sequence, predict their binding affinity value. This is MHC class I binding data. (1) The peptide sequence is TIESAKTKI. The MHC is HLA-A02:01 with pseudo-sequence HLA-A02:01. The binding affinity (normalized) is 0.110. (2) The MHC is HLA-A33:01 with pseudo-sequence HLA-A33:01. The peptide sequence is VTCAAYYFMK. The binding affinity (normalized) is 0.273. (3) The peptide sequence is EAARAALQG. The MHC is HLA-B15:03 with pseudo-sequence HLA-B15:03. The binding affinity (normalized) is 0. (4) The peptide sequence is KVIQPRVEK. The MHC is HLA-A03:01 with pseudo-sequence HLA-A03:01. The binding affinity (normalized) is 0.629. (5) The peptide sequence is STFAASGPF. The MHC is HLA-B15:02 with pseudo-sequence HLA-B15:02. The binding affinity (normalized) is 0.797.